From a dataset of Peptide-MHC class II binding affinity with 134,281 pairs from IEDB. Regression. Given a peptide amino acid sequence and an MHC pseudo amino acid sequence, predict their binding affinity value. This is MHC class II binding data. (1) The binding affinity (normalized) is 0.147. The MHC is DRB1_1101 with pseudo-sequence DRB1_1101. The peptide sequence is DEINAIFEENEVDIS. (2) The peptide sequence is GWYRPPFSRVVHLYR. The MHC is HLA-DQA10301-DQB10302 with pseudo-sequence HLA-DQA10301-DQB10302. The binding affinity (normalized) is 0.253. (3) The peptide sequence is AVTYYKEADYSQIPI. The MHC is DRB1_0701 with pseudo-sequence DRB1_0701. The binding affinity (normalized) is 0.278. (4) The peptide sequence is HMQDKTMVKKWRDVP. The MHC is HLA-DQA10201-DQB10402 with pseudo-sequence HLA-DQA10201-DQB10402. The binding affinity (normalized) is 0.194. (5) The peptide sequence is DKKYFAATQFEPLAA. The MHC is DRB1_0701 with pseudo-sequence DRB1_0701. The binding affinity (normalized) is 0.830. (6) The peptide sequence is ILVTVNPIASTNDDE. The MHC is DRB1_0301 with pseudo-sequence DRB1_0301. The binding affinity (normalized) is 0.303.